Dataset: Peptide-MHC class I binding affinity with 185,985 pairs from IEDB/IMGT. Task: Regression. Given a peptide amino acid sequence and an MHC pseudo amino acid sequence, predict their binding affinity value. This is MHC class I binding data. (1) The peptide sequence is ESEVDDPAM. The MHC is HLA-B39:01 with pseudo-sequence HLA-B39:01. The binding affinity (normalized) is 0.0847. (2) The peptide sequence is KLPQLCTEL. The MHC is Mamu-A01 with pseudo-sequence Mamu-A01. The binding affinity (normalized) is 0.421.